This data is from Forward reaction prediction with 1.9M reactions from USPTO patents (1976-2016). The task is: Predict the product of the given reaction. (1) Given the reactants COP([O-])(OC)=O.[C:8]1([I+:14][C:15]2[CH:20]=[CH:19][CH:18]=[CH:17][CH:16]=2)[CH:13]=[CH:12][CH:11]=[CH:10][CH:9]=1.[F:21][C:22]([F:28])([F:27])[S:23]([OH:26])(=[O:25])=[O:24], predict the reaction product. The product is: [O-:26][S:23]([C:22]([F:28])([F:27])[F:21])(=[O:25])=[O:24].[C:15]1([I+:14][C:8]2[CH:9]=[CH:10][CH:11]=[CH:12][CH:13]=2)[CH:16]=[CH:17][CH:18]=[CH:19][CH:20]=1. (2) Given the reactants [NH2:1][C:2]1[N:7]=[C:6]([NH:8][CH2:9][CH2:10][CH2:11][CH3:12])[C:5]([CH2:13][C:14]2[CH:19]=[CH:18][C:17]([CH2:20][C:21]([OH:23])=[O:22])=[CH:16][C:15]=2[O:24][CH3:25])=[C:4]([CH3:26])[N:3]=1.[CH2:27](O)[CH2:28][OH:29].CCN(C(C)C)C(C)C.CN(C(ON1N=NC2C=CC=NC1=2)=[N+](C)C)C.F[P-](F)(F)(F)(F)F, predict the reaction product. The product is: [NH2:1][C:2]1[N:7]=[C:6]([NH:8][CH2:9][CH2:10][CH2:11][CH3:12])[C:5]([CH2:13][C:14]2[CH:19]=[CH:18][C:17]([CH2:20][C:21]([O:23][CH2:27][CH2:28][OH:29])=[O:22])=[CH:16][C:15]=2[O:24][CH3:25])=[C:4]([CH3:26])[N:3]=1. (3) The product is: [CH:17]1([C:22]2([CH2:23][CH2:24][C:25]3[C:30]([O:31][CH2:32][CH3:33])=[CH:29][N:28]=[C:27]([CH2:34][CH3:35])[CH:26]=3)[O:36][C:1](=[O:6])[CH2:2][C:3](=[O:4])[CH2:5]2)[CH2:21][CH2:20][CH2:19][CH2:18]1. Given the reactants [C:1](OC)(=[O:6])[CH2:2][C:3]([CH3:5])=[O:4].[Li+].CC([N-]C(C)C)C.[CH:17]1([C:22](=[O:36])[CH2:23][CH2:24][C:25]2[C:30]([O:31][CH2:32][CH3:33])=[CH:29][N:28]=[C:27]([CH2:34][CH3:35])[CH:26]=2)[CH2:21][CH2:20][CH2:19][CH2:18]1.[OH-].[Na+].C(=O)([O-])[O-].[K+].[K+], predict the reaction product.